Dataset: Reaction yield outcomes from USPTO patents with 853,638 reactions. Task: Predict the reaction yield, written as a fraction of the theoretical maximum amount of product (1.0 means a 100% yield; for example, 0.34 means a 34% yield). The reactants are [C:1]([O:5][C:6]([NH:8][CH2:9][C:10]1[CH:11]=[C:12]([NH:16][C:17]([O:19][CH2:20][CH2:21][C:22]2[CH:27]=[CH:26][C:25](B(O)O)=[CH:24][C:23]=2[Cl:31])=[O:18])[CH:13]=[CH:14][CH:15]=1)=[O:7])([CH3:4])([CH3:3])[CH3:2].[NH2:32][C:33]1[CH:34]=[C:35]2[C:40](=[CH:41][CH:42]=1)[C:39]([N:43]([C:51]([O:53][C:54]([CH3:57])([CH3:56])[CH3:55])=[O:52])[C:44]([O:46][C:47]([CH3:50])([CH3:49])[CH3:48])=[O:45])=[N:38][CH:37]=[CH:36]2.O.[C:59]([OH:63])(=[O:62])[CH:60]=O. No catalyst specified. The yield is 0.860. The product is [C:54]([O:53][C:51]([N:43]([C:44]([O:46][C:47]([CH3:48])([CH3:49])[CH3:50])=[O:45])[C:39]1[C:40]2[C:35](=[CH:34][C:33]([NH:32][CH:60]([C:25]3[CH:26]=[CH:27][C:22]([CH2:21][CH2:20][O:19][C:17](=[O:18])[NH:16][C:12]4[CH:13]=[CH:14][CH:15]=[C:10]([CH2:9][NH:8][C:6]([O:5][C:1]([CH3:4])([CH3:3])[CH3:2])=[O:7])[CH:11]=4)=[C:23]([Cl:31])[CH:24]=3)[C:59]([OH:63])=[O:62])=[CH:42][CH:41]=2)[CH:36]=[CH:37][N:38]=1)=[O:52])([CH3:57])([CH3:56])[CH3:55].